From a dataset of Forward reaction prediction with 1.9M reactions from USPTO patents (1976-2016). Predict the product of the given reaction. (1) Given the reactants [OH:1][N:2]1[C:10]([CH3:12])([CH3:11])[C:9]2[C:4](=[CH:5][CH:6]=[CH:7][CH:8]=2)[C:3]1([CH3:14])[CH3:13].[CH3:15][C:16]1[CH:24]=[C:23]([CH3:25])[CH:22]=[C:21]([CH3:26])[C:17]=1[C:18](Cl)=[O:19], predict the reaction product. The product is: [CH3:15][C:16]1[CH:24]=[C:23]([CH3:25])[CH:22]=[C:21]([CH3:26])[C:17]=1[C:18]([O:1][N:2]1[C:3]([CH3:14])([CH3:13])[C:4]2[C:9](=[CH:8][CH:7]=[CH:6][CH:5]=2)[C:10]1([CH3:12])[CH3:11])=[O:19]. (2) Given the reactants [CH3:1][C:2]1[CH:7]=[C:6]([CH3:8])[CH:5]=[CH:4][C:3]=1[OH:9].[C:10](#[N:13])[CH:11]=[CH2:12].CC([O-])(C)C.[K+].C1COCC1.ClC1C=CC=CC=1OCCC(O)=O, predict the reaction product. The product is: [CH3:1][C:2]1[CH:7]=[C:6]([CH3:8])[CH:5]=[CH:4][C:3]=1[O:9][CH2:12][CH2:11][C:10]#[N:13].